Dataset: Forward reaction prediction with 1.9M reactions from USPTO patents (1976-2016). Task: Predict the product of the given reaction. (1) Given the reactants C([Li])CCC.C(NC(C)C)(C)C.[C:13]([O:17][CH2:18][CH3:19])(=[O:16])[C:14]#[CH:15].[O:20]=[C:21]1[CH2:24][N:23]([C:25]([O:27][C:28]([CH3:31])([CH3:30])[CH3:29])=[O:26])[CH2:22]1, predict the reaction product. The product is: [CH2:18]([O:17][C:13]([C:14]#[C:15][C:21]1([OH:20])[CH2:22][N:23]([C:25]([O:27][C:28]([CH3:30])([CH3:29])[CH3:31])=[O:26])[CH2:24]1)=[O:16])[CH3:19]. (2) The product is: [CH:25]1([NH:24][C:22]([C:16]2[CH:15]=[C:14]([C:11]3[CH:12]=[CH:13][C:8]([C:6]4[O:7][C:3]([CH2:2][OH:29])=[N:4][N:5]=4)=[CH:9][CH:10]=3)[C:19]([CH3:20])=[C:18]([F:21])[CH:17]=2)=[O:23])[CH2:26][CH2:27]1. Given the reactants N[CH2:2][C:3]1[O:7][C:6]([C:8]2[CH:13]=[CH:12][C:11]([C:14]3[C:19]([CH3:20])=[C:18]([F:21])[CH:17]=[C:16]([C:22]([NH:24][CH:25]4[CH2:27][CH2:26]4)=[O:23])[CH:15]=3)=[CH:10][CH:9]=2)=[N:5][N:4]=1.N([O-])=[O:29].[Na+].[OH-].[Na+], predict the reaction product. (3) Given the reactants [H-].[Na+].[CH3:3][C:4]([O:8][CH:9]1[CH2:14][CH2:13][CH2:12][CH2:11][O:10]1)([CH3:7])[CH2:5][OH:6].[I:15][C:16]1[CH:23]=[CH:22][C:19]([CH2:20]Br)=[CH:18][CH:17]=1.Cl, predict the reaction product. The product is: [I:15][C:16]1[CH:23]=[CH:22][C:19]([CH2:20][O:6][CH2:5][C:4]([CH3:3])([CH3:7])[O:8][CH:9]2[CH2:14][CH2:13][CH2:12][CH2:11][O:10]2)=[CH:18][CH:17]=1. (4) The product is: [C:5]([OH:11])(=[O:12])[C:6]([CH2:8][C:9]([OH:3])=[O:10])=[CH2:7].[C:5]([OH:11])(=[O:12])[C:6]([CH2:8][C:9]([OH:3])=[O:10])=[CH2:7].[CH2:1]([OH:4])[CH2:2][OH:3]. Given the reactants [CH2:1]([OH:4])[CH2:2][OH:3].[C:5]1(=[O:12])[O:11][C:9](=[O:10])[CH2:8][C:6]1=[CH2:7].CO, predict the reaction product. (5) Given the reactants [OH-].[Na+].[CH3:3][C:4]1[CH:9]=[CH:8][CH:7]=[CH:6][C:5]=1[C:10]1[CH:15]=[CH:14][C:13]([C:16]([O:18]C)=[O:17])=[CH:12][C:11]=1[C:20]([F:23])([F:22])[F:21].O, predict the reaction product. The product is: [CH3:3][C:4]1[CH:9]=[CH:8][CH:7]=[CH:6][C:5]=1[C:10]1[CH:15]=[CH:14][C:13]([C:16]([OH:18])=[O:17])=[CH:12][C:11]=1[C:20]([F:21])([F:22])[F:23].